Task: Predict the reaction yield, written as a fraction of the theoretical maximum amount of product (1.0 means a 100% yield; for example, 0.34 means a 34% yield).. Dataset: Reaction yield outcomes from USPTO patents with 853,638 reactions (1) The reactants are [Cl-].O[NH3+:3].[C:4](=[O:7])([O-])[OH:5].[Na+].CS(C)=O.[CH2:13]([C:17]1[N:21]([CH2:22][C:23]2[CH:28]=[CH:27][C:26]([C:29]3[C:30]([C:35]#[N:36])=[CH:31][CH:32]=[CH:33][CH:34]=3)=[CH:25][CH:24]=2)[C:20](=[O:37])[N:19]([CH2:38][CH:39]2[CH2:44][CH2:43][CH2:42][CH2:41][O:40]2)[N:18]=1)[CH2:14][CH2:15][CH3:16]. The catalyst is C(OCC)(=O)C. The product is [CH2:13]([C:17]1[N:21]([CH2:22][C:23]2[CH:24]=[CH:25][C:26]([C:29]3[CH:34]=[CH:33][CH:32]=[CH:31][C:30]=3[C:35]3[NH:3][C:4](=[O:7])[O:5][N:36]=3)=[CH:27][CH:28]=2)[C:20](=[O:37])[N:19]([CH2:38][CH:39]2[CH2:44][CH2:43][CH2:42][CH2:41][O:40]2)[N:18]=1)[CH2:14][CH2:15][CH3:16]. The yield is 0.530. (2) The reactants are [CH:1]1([CH2:4][O:5][C:6]2[C:11]([F:12])=[CH:10][CH:9]=[CH:8][C:7]=2[C@:13]([C@@H:21]2[CH2:26][CH2:25][CH2:24][N:23](C(OC(C)(C)C)=O)[CH2:22]2)([OH:20])[CH2:14][CH2:15][CH2:16][CH2:17][O:18][CH3:19])[CH2:3][CH2:2]1.C([O-])(O)=O.[Na+]. The catalyst is C(O)(C(F)(F)F)=O.C(Cl)Cl. The product is [CH:1]1([CH2:4][O:5][C:6]2[C:11]([F:12])=[CH:10][CH:9]=[CH:8][C:7]=2[C@:13]([C@@H:21]2[CH2:26][CH2:25][CH2:24][NH:23][CH2:22]2)([OH:20])[CH2:14][CH2:15][CH2:16][CH2:17][O:18][CH3:19])[CH2:3][CH2:2]1. The yield is 0.420.